From a dataset of Reaction yield outcomes from USPTO patents with 853,638 reactions. Predict the reaction yield, written as a fraction of the theoretical maximum amount of product (1.0 means a 100% yield; for example, 0.34 means a 34% yield). The reactants are [N:1]([CH2:4][CH2:5][O:6][CH2:7][CH2:8][O:9][CH2:10][CH2:11][O:12][CH2:13][CH2:14][NH2:15])=[N+:2]=[N-:3].[F:16][C:17]1[CH:32]=[CH:31][C:20]([C:21](ON2C(=O)CCC2=O)=[O:22])=[CH:19][CH:18]=1. The catalyst is C(Cl)Cl. The product is [N:1]([CH2:4][CH2:5][O:6][CH2:7][CH2:8][O:9][CH2:10][CH2:11][O:12][CH2:13][CH2:14][NH:15][C:21](=[O:22])[C:20]1[CH:31]=[CH:32][C:17]([F:16])=[CH:18][CH:19]=1)=[N+:2]=[N-:3]. The yield is 0.740.